Dataset: Full USPTO retrosynthesis dataset with 1.9M reactions from patents (1976-2016). Task: Predict the reactants needed to synthesize the given product. (1) Given the product [CH2:33]([O:32][C:30](=[O:31])[N:13]([C@H:12]1[C@H:8]([C:5]2[CH:6]=[CH:7][C:2]([Cl:1])=[CH:3][CH:4]=2)[CH2:9][N:10]([C:15]([CH:17]2[CH2:22][CH2:21][N:20]([C:23]([C:25]3([CH3:28])[CH2:27][CH2:26]3)=[O:24])[CH2:19][CH2:18]2)=[O:16])[CH2:11]1)[CH3:14])[CH2:34][CH3:35], predict the reactants needed to synthesize it. The reactants are: [Cl:1][C:2]1[CH:7]=[CH:6][C:5]([C@H:8]2[C@H:12]([NH:13][CH3:14])[CH2:11][N:10]([C:15]([CH:17]3[CH2:22][CH2:21][N:20]([C:23]([C:25]4([CH3:28])[CH2:27][CH2:26]4)=[O:24])[CH2:19][CH2:18]3)=[O:16])[CH2:9]2)=[CH:4][CH:3]=1.Cl[C:30]([O:32][CH2:33][CH2:34][CH3:35])=[O:31]. (2) Given the product [C:1]([O:7][CH2:8][C@H:9]([C:15]1[C:20]([CH3:21])=[CH:19][C:18]2[N:22]=[C:24]([NH2:25])[S:26][C:17]=2[C:16]=1[Br:23])[O:10][C:11]([CH3:12])([CH3:13])[CH3:14])(=[O:6])[C:2]([CH3:3])([CH3:4])[CH3:5], predict the reactants needed to synthesize it. The reactants are: [C:1]([O:7][CH2:8][C@H:9]([C:15]1[C:20]([CH3:21])=[CH:19][C:18]([NH2:22])=[CH:17][C:16]=1[Br:23])[O:10][C:11]([CH3:14])([CH3:13])[CH3:12])(=[O:6])[C:2]([CH3:5])([CH3:4])[CH3:3].[C:24]([S-:26])#[N:25].[K+].BrBr. (3) The reactants are: [CH2:1]1[N:6]([C:7]([O:9][C:10]([CH3:13])([CH3:12])[CH3:11])=[O:8])[C@H:5]([C:14]([O:16]C)=O)[CH2:4][N:3]2[CH2:18][CH2:19][CH2:20][C@H:2]12.O.[OH-].[Li+].Cl.[NH:25]1[C:33]2[C:28](=[CH:29][CH:30]=[CH:31][CH:32]=2)[CH2:27][CH2:26]1.Cl.C(N=C=NCCCN(C)C)C.ON1C2C=CC=CC=2N=N1. Given the product [N:25]1([C:14]([C@@H:5]2[CH2:4][N:3]3[CH2:18][CH2:19][CH2:20][C@@H:2]3[CH2:1][N:6]2[C:7]([O:9][C:10]([CH3:13])([CH3:11])[CH3:12])=[O:8])=[O:16])[C:33]2[C:28](=[CH:29][CH:30]=[CH:31][CH:32]=2)[CH2:27][CH2:26]1, predict the reactants needed to synthesize it. (4) Given the product [CH:1]1[CH:10]=[N:9][C:8]2[C:3](=[C:4]([N+:12]([O-:14])=[O:13])[CH:5]=[CH:6][C:7]=2[OH:11])[CH:2]=1.[OH:15][CH2:16][CH2:17][N:18]1[CH2:23][CH2:22][O:21][CH2:20][CH2:19]1, predict the reactants needed to synthesize it. The reactants are: [CH:1]1[CH:10]=[N:9][C:8]2[C:3](=[C:4]([N+:12]([O-:14])=[O:13])[CH:5]=[CH:6][C:7]=2[OH:11])[CH:2]=1.[OH:15][CH2:16][CH2:17][N:18]1[CH2:23][CH2:22][O:21][CH2:20][CH2:19]1. (5) Given the product [NH2:1][C:2]1[N:3]=[CH:4][C:5]([C:8]2[N:9]=[C:10]([N:28]3[CH2:29][CH2:30][O:31][CH2:32][CH2:33]3)[C:11]3[S:16][C:15]([C:17]4[CH:18]=[C:19]([CH2:23][C:24]([N:38]5[CH2:39][CH2:40][CH:35]([OH:34])[CH2:36][CH2:37]5)=[O:25])[CH:20]=[CH:21][CH:22]=4)=[C:14]([CH3:27])[C:12]=3[N:13]=2)=[CH:6][N:7]=1, predict the reactants needed to synthesize it. The reactants are: [NH2:1][C:2]1[N:7]=[CH:6][C:5]([C:8]2[N:9]=[C:10]([N:28]3[CH2:33][CH2:32][O:31][CH2:30][CH2:29]3)[C:11]3[S:16][C:15]([C:17]4[CH:18]=[C:19]([CH2:23][C:24](O)=[O:25])[CH:20]=[CH:21][CH:22]=4)=[C:14]([CH3:27])[C:12]=3[N:13]=2)=[CH:4][N:3]=1.[OH:34][CH:35]1[CH2:40][CH2:39][NH:38][CH2:37][CH2:36]1.